This data is from Full USPTO retrosynthesis dataset with 1.9M reactions from patents (1976-2016). The task is: Predict the reactants needed to synthesize the given product. (1) Given the product [CH2:35]([CH:30]1[CH:31]=[C:32]([CH3:34])[CH2:33][CH:2]([CH3:1])[CH2:3][CH:4]([O:56][CH3:57])[CH:5]2[O:10][C:9]([OH:52])([CH:8]([CH3:53])[CH2:7][CH:6]2[O:54][CH3:55])[C:11](=[O:12])[C:13](=[O:14])[N:15]2[CH:20]([CH2:19][CH2:18][CH2:17][CH2:16]2)[C:21](=[O:22])[O:23][CH:24]([C:40]([CH3:51])=[CH:41][CH:42]2[CH2:43][CH2:44][CH:45]([O:50][C:65](=[O:66])[C:64]3[CH:63]=[CH:62][C:61]([N+:58]([O-:60])=[O:59])=[CH:69][CH:68]=3)[CH:46]([O:48][CH3:49])[CH2:47]2)[CH:25]([CH3:39])[CH:26]([OH:38])[CH2:27][C:28]1=[O:29])[CH:36]=[CH2:37], predict the reactants needed to synthesize it. The reactants are: [CH3:1][C@H:2]1[CH2:33][C:32]([CH3:34])=[CH:31][C@@H:30]([CH2:35][CH:36]=[CH2:37])[C:28](=[O:29])[CH2:27][C@H:26]([OH:38])[C@@H:25]([CH3:39])[C@@H:24](/[C:40](/[CH3:51])=[CH:41]/[C@H:42]2[CH2:47][C@@H:46]([O:48][CH3:49])[C@H:45]([OH:50])[CH2:44][CH2:43]2)[O:23][C:21](=[O:22])[C@H:20]2[N:15]([CH2:16][CH2:17][CH2:18][CH2:19]2)[C:13](=[O:14])[C:11](=[O:12])[C@:9]2([OH:52])[O:10][C@@H:5]([C@@H:6]([O:54][CH3:55])[CH2:7][C@H:8]2[CH3:53])[C@@H:4]([O:56][CH3:57])[CH2:3]1.[N+:58]([C:61]1[CH:69]=[CH:68][C:64]([C:65](Cl)=[O:66])=[CH:63][CH:62]=1)([O-:60])=[O:59]. (2) Given the product [CH3:1][C:2]1[CH:7]=[C:6]([CH3:8])[NH:5][C:4](=[O:9])[C:3]=1[CH2:10][NH:11][C:12]([C:14]1[C:15]2[CH:35]=[N:34][N:33]([CH:36]([CH3:38])[CH3:37])[C:16]=2[N:17]=[C:18]([C:20]2[CH2:21][CH2:22][N:23]([C:26]([CH:28]3[CH2:32][CH2:31][N:30]([CH3:42])[CH2:29]3)=[O:27])[CH2:24][CH:25]=2)[CH:19]=1)=[O:13], predict the reactants needed to synthesize it. The reactants are: [CH3:1][C:2]1[CH:7]=[C:6]([CH3:8])[NH:5][C:4](=[O:9])[C:3]=1[CH2:10][NH:11][C:12]([C:14]1[C:15]2[CH:35]=[N:34][N:33]([CH:36]([CH3:38])[CH3:37])[C:16]=2[N:17]=[C:18]([C:20]2[CH2:21][CH2:22][N:23]([C:26]([CH:28]3[CH2:32][CH2:31][NH:30][CH2:29]3)=[O:27])[CH2:24][CH:25]=2)[CH:19]=1)=[O:13].C=O.[BH3-][C:42]#N.[Na+].